This data is from Reaction yield outcomes from USPTO patents with 853,638 reactions. The task is: Predict the reaction yield, written as a fraction of the theoretical maximum amount of product (1.0 means a 100% yield; for example, 0.34 means a 34% yield). The reactants are [Cl:1][CH2:2][CH2:3][CH2:4][C:5](Cl)=[O:6].C(N(CC)CC)C.[CH3:15][C@@:16]12[C@H:26]3[C@@H:27]([OH:40])[CH2:28][C@:29]4([CH3:39])[C@@:33]([OH:38])([C:34]([CH2:36][OH:37])=[O:35])[CH2:32][CH2:31][C@H:30]4[C@@H:25]3[CH2:24][CH2:23][C:22]1=[CH:21][C:19](=[O:20])[CH2:18][CH2:17]2. The catalyst is C(Cl)(Cl)Cl. The product is [CH3:15][C@@:16]12[C@H:26]3[C@@H:27]([OH:40])[CH2:28][C@:29]4([CH3:39])[C@@:33]([OH:38])([C:34]([CH2:36][OH:37])=[O:35])[CH2:32][CH2:31][C@H:30]4[C@@H:25]3[CH2:24][CH2:23][C:22]1=[CH:21][C:19](=[O:20])[CH2:18][CH2:17]2.[Cl:1][CH2:2][CH2:3][CH2:4][C:5]([O-:6])=[O:20]. The yield is 0.530.